Dataset: Retrosynthesis with 50K atom-mapped reactions and 10 reaction types from USPTO. Task: Predict the reactants needed to synthesize the given product. (1) Given the product CC(C)CNC(=O)C(C)(C)c1ccc(Br)nc1, predict the reactants needed to synthesize it. The reactants are: CC(C)(C(=O)O)c1ccc(Br)nc1.CC(C)CN. (2) Given the product OCc1ccccc1Oc1ccccc1, predict the reactants needed to synthesize it. The reactants are: O=C(O)c1ccccc1Oc1ccccc1. (3) Given the product O=C1OC[C@@H]2CN(c3nncc4cc(Cl)ccc34)CCN12, predict the reactants needed to synthesize it. The reactants are: Clc1ccc2c(Cl)nncc2c1.O=C1OC[C@@H]2CNCCN12. (4) Given the product C/C(=C\c1ccc(C=O)cc1)c1ccc2c(c1)C(C)(C)CCO2, predict the reactants needed to synthesize it. The reactants are: C/C(=C\c1ccc(CO)cc1)c1ccc2c(c1)C(C)(C)CCO2. (5) Given the product CN(C)c1ccc(CN2CCC(CNC(=O)CNC(=O)c3cccc(C(F)(F)F)c3)CC2)cc1, predict the reactants needed to synthesize it. The reactants are: CN(C)c1ccc(C=O)cc1.O=C(CNC(=O)c1cccc(C(F)(F)F)c1)NCC1CCNCC1. (6) Given the product COC(=O)CNC(=O)c1cc(OC(F)(F)F)ccc1[N+](=O)[O-], predict the reactants needed to synthesize it. The reactants are: COC(=O)CN.O=C(O)c1cc(OC(F)(F)F)ccc1[N+](=O)[O-]. (7) Given the product CC(C)(C)NC(=O)c1cc(Oc2c([N+](=O)[O-])ccc(F)c2F)cc(C(=O)NC(C)(C)C)c1, predict the reactants needed to synthesize it. The reactants are: CC(C)(C)NC(=O)c1cc([O-])cc(C(=O)NC(C)(C)C)c1.O=[N+]([O-])c1ccc(F)c(F)c1F. (8) Given the product CC1(C)S[C@@H]2C(NC(=O)CSc3ccccc3CN)C(=O)N2C1c1nnn[nH]1, predict the reactants needed to synthesize it. The reactants are: CC1(C)S[C@@H]2C(N)C(=O)N2C1c1nnn[nH]1.NCc1ccccc1SCC(=O)O. (9) Given the product CCC(CC)CN1CCCc2cc(Oc3ccc(C(N)=O)cn3)ccc2C1, predict the reactants needed to synthesize it. The reactants are: CCC(CC)CBr.NC(=O)c1ccc(Oc2ccc3c(c2)CCCNC3)nc1.